This data is from Forward reaction prediction with 1.9M reactions from USPTO patents (1976-2016). The task is: Predict the product of the given reaction. (1) Given the reactants [CH2:1]([O:8][C:9]1[CH:10]=[CH:11][C:12](Br)=[C:13]([C:15]2[CH2:19][C:18]([CH2:27][C:28]([O:30][C:31]([CH3:34])([CH3:33])[CH3:32])=[O:29])([C:20]([O:22][C:23]([CH3:26])([CH3:25])[CH3:24])=[O:21])[O:17][N:16]=2)[CH:14]=1)[C:2]1[CH:7]=[CH:6][CH:5]=[CH:4][CH:3]=1.[C:36]1(B2OC(C)(C)C(C)(C)O2)[CH2:41][CH2:40][CH2:39][CH2:38][CH:37]=1.C(=O)([O-])[O-].[Cs+].[Cs+].COCCOC, predict the reaction product. The product is: [CH2:1]([O:8][C:9]1[CH:10]=[CH:11][C:12]([C:36]2[CH2:41][CH2:40][CH2:39][CH2:38][CH:37]=2)=[C:13]([C:15]2[CH2:19][C:18]([CH2:27][C:28]([O:30][C:31]([CH3:34])([CH3:33])[CH3:32])=[O:29])([C:20]([O:22][C:23]([CH3:26])([CH3:25])[CH3:24])=[O:21])[O:17][N:16]=2)[CH:14]=1)[C:2]1[CH:7]=[CH:6][CH:5]=[CH:4][CH:3]=1. (2) Given the reactants [CH3:1][S:2]([C:4]1[CH:9]=[CH:8][C:7]([OH:10])=[CH:6][CH:5]=1)=[O:3].CN(C=O)C.Br[C:17]1[CH:18]=[CH:19][C:20]([N+:23]([O-:25])=[O:24])=[N:21][CH:22]=1, predict the reaction product. The product is: [CH3:1][S:2]([C:4]1[CH:9]=[CH:8][C:7]([O:10][C:17]2[CH:18]=[CH:19][C:20]([N+:23]([O-:25])=[O:24])=[N:21][CH:22]=2)=[CH:6][CH:5]=1)=[O:3].